This data is from Catalyst prediction with 721,799 reactions and 888 catalyst types from USPTO. The task is: Predict which catalyst facilitates the given reaction. (1) Reactant: Br[CH2:2][CH2:3][CH2:4][N:5]1[CH2:9][CH2:8][CH2:7][CH2:6]1.Cl.[Cl:11][C:12]1[CH:17]=[CH:16][C:15]([NH:18]N)=[CH:14][CH:13]=1.[CH3:20][N:21]1[CH2:26][CH2:25][C:24](=O)[CH2:23][CH2:22]1. Product: [Cl:11][C:12]1[CH:17]=[CH:16][C:15]2[N:18]([CH2:2][CH2:3][CH2:4][N:5]3[CH2:9][CH2:8][CH2:7][CH2:6]3)[C:24]3[CH2:25][CH2:26][N:21]([CH3:20])[CH2:22][C:23]=3[C:14]=2[CH:13]=1. The catalyst class is: 66. (2) Reactant: Cl[C:2](Cl)=[CH:3][S:4]([C:7]1[CH:8]=[C:9]2[C:14](=[CH:15][C:16]=1[CH3:17])[C:13]([CH3:19])([CH3:18])[CH2:12][CH2:11][C:10]2([CH3:21])[CH3:20])(=[O:6])=[O:5].C([Li])CCC.CCCCCC. Product: [C:3]([S:4]([C:7]1[CH:8]=[C:9]2[C:14](=[CH:15][C:16]=1[CH3:17])[C:13]([CH3:19])([CH3:18])[CH2:12][CH2:11][C:10]2([CH3:21])[CH3:20])(=[O:6])=[O:5])#[CH:2]. The catalyst class is: 1. (3) Reactant: [NH2:1][C:2]1[CH:10]=[C:9]([F:11])[CH:8]=[CH:7][C:3]=1[C:4](O)=[O:5].C(O)(=O)C.[CH:16](N)=[NH:17]. Product: [F:11][C:9]1[CH:10]=[C:2]2[C:3]([C:4](=[O:5])[NH:17][CH:16]=[N:1]2)=[CH:7][CH:8]=1. The catalyst class is: 8. (4) Reactant: [CH3:1][O:2][C:3]1[CH:8]=[CH:7][C:6]([S:9]([N:12]([CH3:25])[C:13]2[CH:18]=[C:17]([O:19][CH3:20])[C:16]([O:21][CH3:22])=[C:15]([O:23][CH3:24])[CH:14]=2)(=[O:11])=[O:10])=[CH:5][C:4]=1[N+:26]([O-])=O.C1COCC1. Product: [NH2:26][C:4]1[CH:5]=[C:6]([S:9]([N:12]([CH3:25])[C:13]2[CH:18]=[C:17]([O:19][CH3:20])[C:16]([O:21][CH3:22])=[C:15]([O:23][CH3:24])[CH:14]=2)(=[O:10])=[O:11])[CH:7]=[CH:8][C:3]=1[O:2][CH3:1]. The catalyst class is: 19. (5) Reactant: CI.[F:3][C:4]1[CH:9]=[CH:8][CH:7]=[C:6]([N+:10]([O-:12])=[O:11])[C:5]=1[OH:13].[C:14]([O-])([O-])=O.[K+].[K+]. Product: [F:3][C:4]1[CH:9]=[CH:8][CH:7]=[C:6]([N+:10]([O-:12])=[O:11])[C:5]=1[O:13][CH3:14]. The catalyst class is: 31. (6) Reactant: [CH3:1][C:2]1[CH:3]=[C:4]2[C:8](=[CH:9][C:10]=1[CH3:11])[C:7](=[O:12])[N:6]([C:13]1[CH:18]=[CH:17][C:16]([F:19])=[CH:15][CH:14]=1)[CH:5]2[CH2:20][CH2:21][OH:22].C(N(CC)CC)C.[S:30](Cl)([CH3:33])(=[O:32])=[O:31]. Product: [CH3:1][C:2]1[CH:3]=[C:4]2[C:8](=[CH:9][C:10]=1[CH3:11])[C:7](=[O:12])[N:6]([C:13]1[CH:18]=[CH:17][C:16]([F:19])=[CH:15][CH:14]=1)[CH:5]2[CH2:20][CH2:21][O:22][S:30]([CH3:33])(=[O:32])=[O:31]. The catalyst class is: 4.